Task: Predict the reaction yield, written as a fraction of the theoretical maximum amount of product (1.0 means a 100% yield; for example, 0.34 means a 34% yield).. Dataset: Reaction yield outcomes from USPTO patents with 853,638 reactions The reactants are [CH3:1][C:2]1([CH3:12])[O:6][C@H:5]([CH2:7][C:8]([OH:10])=O)[C:4](=[O:11])[O:3]1.C1C=CC2N(O)N=NC=2C=1.C(Cl)CCl.Cl.Cl.[F:29][C:30]1[CH:35]=[CH:34][C:33]([N:36]2[CH2:41][CH2:40][NH:39][CH2:38][CH2:37]2)=[CH:32][CH:31]=1. The catalyst is C(Cl)Cl. The product is [F:29][C:30]1[CH:31]=[CH:32][C:33]([N:36]2[CH2:41][CH2:40][N:39]([C:8](=[O:10])[CH2:7][C@H:5]3[O:6][C:2]([CH3:1])([CH3:12])[O:3][C:4]3=[O:11])[CH2:38][CH2:37]2)=[CH:34][CH:35]=1. The yield is 0.760.